This data is from Forward reaction prediction with 1.9M reactions from USPTO patents (1976-2016). The task is: Predict the product of the given reaction. (1) Given the reactants [C:1](Cl)(=[O:3])[CH3:2].[Br:5][C:6]1[CH:11]=[CH:10][C:9]([Cl:12])=[CH:8][C:7]=1[CH2:13]/[C:14](=[N:16]/[OH:17])/[NH2:15], predict the reaction product. The product is: [C:1]([O:17]/[N:16]=[C:14](\[NH2:15])/[CH2:13][C:7]1[CH:8]=[C:9]([Cl:12])[CH:10]=[CH:11][C:6]=1[Br:5])(=[O:3])[CH3:2]. (2) Given the reactants [CH3:1][C:2]([SH:8])([CH3:7])[CH2:3][C:4]([OH:6])=[O:5].FC(F)(F)C(O)=O.[CH3:16][O:17][C:18]1[CH:25]=[C:24]([O:26][CH3:27])[CH:23]=[C:22]([O:28][CH3:29])[C:19]=1CO, predict the reaction product. The product is: [CH3:1][C:2]([S:8][C:19]1[C:22]([O:28][CH3:29])=[CH:23][C:24]([O:26][CH3:27])=[CH:25][C:18]=1[O:17][CH3:16])([CH3:7])[CH2:3][C:4]([OH:6])=[O:5]. (3) Given the reactants C1(C2C=C(C)C(N3CCN(C(C4C=NC(F)=CC=4C)=O)CC3)=NC=2)CC1.COC1C=CC(CN)=CC=1.[Cl:37]CCCS(Cl)(=O)=O.NC1N=CC(C(N2CCN(C3C(C)=CC(C4CC4)=CN=3)CC2)=O)=C(C)C=1.[CH:71]1([C:74]2[CH:75]=[C:76]([CH3:102])[C:77]([N:80]3[CH2:85][CH2:84][N:83]([C:86]([C:88]4[CH:89]=[N:90][C:91]([N:95]5[CH2:99][CH2:98][CH2:97][S:96]5(=[O:101])=[O:100])=[CH:92][C:93]=4[CH3:94])=[O:87])[CH2:82][CH2:81]3)=[N:78][CH:79]=2)[CH2:73][CH2:72]1, predict the reaction product. The product is: [ClH:37].[ClH:37].[CH:71]1([C:74]2[CH:75]=[C:76]([CH3:102])[C:77]([N:80]3[CH2:81][CH2:82][N:83]([C:86]([C:88]4[CH:89]=[N:90][C:91]([N:95]5[CH2:99][CH2:98][CH2:97][S:96]5(=[O:100])=[O:101])=[CH:92][C:93]=4[CH3:94])=[O:87])[CH2:84][CH2:85]3)=[N:78][CH:79]=2)[CH2:73][CH2:72]1. (4) Given the reactants [CH3:1][O:2][C:3](=[O:16])[CH2:4][N:5]1[C:13]2[C:8](=[CH:9][C:10]([F:14])=[CH:11][CH:12]=2)[CH:7]=[C:6]1[CH3:15].[C:17]1([S:23]([C:26]2[C:27]([Cl:33])=[N:28][S:29][C:30]=2[CH:31]=O)(=[O:25])=[O:24])[CH:22]=[CH:21][CH:20]=[CH:19][CH:18]=1, predict the reaction product. The product is: [CH3:1][O:2][C:3](=[O:16])[CH2:4][N:5]1[C:13]2[C:8](=[CH:9][C:10]([F:14])=[CH:11][CH:12]=2)[C:7]([CH2:31][C:30]2[S:29][N:28]=[C:27]([Cl:33])[C:26]=2[S:23]([C:17]2[CH:18]=[CH:19][CH:20]=[CH:21][CH:22]=2)(=[O:24])=[O:25])=[C:6]1[CH3:15]. (5) Given the reactants Br[C:2]1[N:7]=[CH:6][C:5]([C:8]2[C:16]3[C:11](=[CH:12][C:13]([F:17])=[CH:14][CH:15]=3)[N:10](S(C3C=CC=CC=3)(=O)=O)[CH:9]=2)=[CH:4][CH:3]=1.CC1(C)C(C)(C)OB([C:35]2[CH:36]=[CH:37][C:38]3[N:42]=[C:41]([NH2:43])[NH:40][C:39]=3[CH:44]=2)O1.C([O-])([O-])=O.[K+].[K+], predict the reaction product. The product is: [F:17][C:13]1[CH:12]=[C:11]2[C:16]([C:8]([C:5]3[CH:4]=[CH:3][C:2]([C:35]4[CH:36]=[CH:37][C:38]5[N:42]=[C:41]([NH2:43])[NH:40][C:39]=5[CH:44]=4)=[N:7][CH:6]=3)=[CH:9][NH:10]2)=[CH:15][CH:14]=1. (6) Given the reactants [Br:1][C:2]1[CH:3]=[C:4]2[C:9](=[C:10]([O:12]C)[CH:11]=1)[N:8]=[C:7]([Cl:14])[N:6]=[CH:5]2.B(Br)(Br)Br, predict the reaction product. The product is: [Br:1][C:2]1[CH:3]=[C:4]2[C:9](=[C:10]([OH:12])[CH:11]=1)[N:8]=[C:7]([Cl:14])[N:6]=[CH:5]2. (7) Given the reactants [CH:1]1([C:4]([N:6]2[CH2:10][CH2:9][C@@H:8]([CH2:11][NH:12][C:13]3[C:18]([C:19]([F:22])([F:21])[F:20])=[CH:17][CH:16]=[CH:15][C:14]=3[N+:23]([O-])=O)[CH2:7]2)=[O:5])[CH2:3][CH2:2]1, predict the reaction product. The product is: [CH:1]1([C:4]([N:6]2[CH2:10][CH2:9][C@@H:8]([CH2:11][NH:12][C:13]3[C:14]([NH2:23])=[CH:15][CH:16]=[CH:17][C:18]=3[C:19]([F:20])([F:21])[F:22])[CH2:7]2)=[O:5])[CH2:3][CH2:2]1.